From a dataset of Catalyst prediction with 721,799 reactions and 888 catalyst types from USPTO. Predict which catalyst facilitates the given reaction. (1) Product: [Cl:1][C:2]1[CH:3]=[C:4]([O:12][CH3:13])[CH:5]=[C:6]2[C:11]=1[N:10]=[CH:9][CH:8]=[CH:7]2. The catalyst class is: 9. Reactant: [Cl:1][C:2]1[CH:3]=[C:4]([OH:12])[CH:5]=[C:6]2[C:11]=1[N:10]=[CH:9][CH:8]=[CH:7]2.[C:13]([O-])([O-])=O.[K+].[K+].IC.O. (2) Reactant: [N+:1]([C:4]1[CH:12]=[CH:11][C:7]2[NH:8][CH:9]=[N:10][C:6]=2[CH:5]=1)([O-:3])=[O:2].[C:13](O[C:13]([O:15][C:16]([CH3:19])([CH3:18])[CH3:17])=[O:14])([O:15][C:16]([CH3:19])([CH3:18])[CH3:17])=[O:14]. Product: [N+:1]([C:4]1[CH:12]=[CH:11][C:7]2[N:8]([C:13]([O:15][C:16]([CH3:19])([CH3:18])[CH3:17])=[O:14])[CH:9]=[N:10][C:6]=2[CH:5]=1)([O-:3])=[O:2]. The catalyst class is: 1. (3) Reactant: C(NC(C)C)(C)C.C([Li])CCC.CCCCCC.[F:19][C:20]1[CH:27]=[CH:26][CH:25]=[CH:24][C:21]=1[C:22]#[N:23].[Li+].CC([N-]C(C)C)C.[CH:36](=[O:41])[CH2:37][CH2:38][CH2:39][CH3:40].[Cl-].[NH4+]. Product: [F:19][C:20]1[C:27]([CH:36]([OH:41])[CH2:37][CH2:38][CH2:39][CH3:40])=[CH:26][CH:25]=[CH:24][C:21]=1[C:22]#[N:23]. The catalyst class is: 7. (4) Reactant: COC1C=C(OC)C=CC=1[CH2:11][N:12]([CH2:14][C:15]1[C:19]([F:20])=[C:18]([C:21]2[C:22]([F:27])=[N:23][CH:24]=[CH:25][CH:26]=2)[N:17]([S:28]([C:31]2[CH:32]=[N:33][CH:34]=[CH:35][CH:36]=2)(=[O:30])=[O:29])[CH:16]=1)C.C(Cl)(=O)OC(Cl)C.C(N(CC)CC)C. Product: [F:20][C:19]1[C:15]([CH2:14][NH:12][CH3:11])=[CH:16][N:17]([S:28]([C:31]2[CH:32]=[N:33][CH:34]=[CH:35][CH:36]=2)(=[O:30])=[O:29])[C:18]=1[C:21]1[C:22]([F:27])=[N:23][CH:24]=[CH:25][CH:26]=1. The catalyst class is: 7. (5) Product: [Cl:2][C:3]1[CH:4]=[CH:5][C:6]([C:9]2[O:13][N:12]=[C:11]([C@@H:14]([NH2:16])[CH3:15])[CH:10]=2)=[CH:7][CH:8]=1. Reactant: Cl.[Cl:2][C:3]1[CH:8]=[CH:7][C:6]([C:9]2[O:13][N:12]=[C:11]([C@@H:14]([NH:16][S@@](C(C)(C)C)=O)[CH3:15])[CH:10]=2)=[CH:5][CH:4]=1. The catalyst class is: 12. (6) Reactant: C[O:2][C:3](=[O:38])[C:4]1[CH:9]=[CH:8][C:7]([C:10]2[C:16]3=[CH:17][C:18]4[C:19]([CH3:28])([CH3:27])[CH2:20][CH2:21][C:22]([CH3:26])([CH3:25])[C:23]=4[CH:24]=[C:15]3[N:14]([CH3:29])[C:13]3[CH:30]=[CH:31][C:32]([C:34](=[O:36])[CH3:35])=[CH:33][C:12]=3[N:11]=2)=[C:6]([F:37])[CH:5]=1.C1COCC1.[OH-].[Na+].Cl. Product: [C:34]([C:32]1[CH:31]=[CH:30][C:13]2[N:14]([CH3:29])[C:15]3[C:16]([C:10]([C:7]4[CH:8]=[CH:9][C:4]([C:3]([OH:38])=[O:2])=[CH:5][C:6]=4[F:37])=[N:11][C:12]=2[CH:33]=1)=[CH:17][C:18]1[C:19]([CH3:28])([CH3:27])[CH2:20][CH2:21][C:22]([CH3:25])([CH3:26])[C:23]=1[CH:24]=3)(=[O:36])[CH3:35]. The catalyst class is: 5. (7) Reactant: [C:1]([O:4][CH2:5][CH2:6]Br)(=[O:3])[CH3:2].[CH3:8][N:9]([CH3:17])[C:10]1[CH:11]=[C:12]([OH:16])[CH:13]=[CH:14][CH:15]=1.C([O-])([O-])=O.[K+].[K+]. Product: [C:1]([O:4][CH2:5][CH2:6][O:16][C:12]1[CH:13]=[CH:14][CH:15]=[C:10]([N:9]([CH3:17])[CH3:8])[CH:11]=1)(=[O:3])[CH3:2]. The catalyst class is: 18.